From a dataset of Reaction yield outcomes from USPTO patents with 853,638 reactions. Predict the reaction yield, written as a fraction of the theoretical maximum amount of product (1.0 means a 100% yield; for example, 0.34 means a 34% yield). (1) The reactants are [NH2:1][C:2]1[CH:11]=[C:10]2[C:5]([C:6](=O)[CH:7]=[C:8]([C:12]([O:14][CH2:15][CH3:16])=[O:13])[O:9]2)=[CH:4][CH:3]=1. The catalyst is C(O)C.Cl.[Pd]. The product is [NH2:1][C:2]1[CH:11]=[C:10]2[C:5]([CH2:6][CH2:7][CH:8]([C:12]([O:14][CH2:15][CH3:16])=[O:13])[O:9]2)=[CH:4][CH:3]=1. The yield is 0.890. (2) The reactants are [NH2:1][C:2]1[CH:10]=[C:9]([F:11])[CH:8]=[CH:7][C:3]=1[C:4](O)=[O:5].C(Cl)Cl.CO.[CH:17]([NH2:19])=O. No catalyst specified. The product is [F:11][C:9]1[CH:10]=[C:2]2[C:3]([C:4](=[O:5])[NH:19][CH:17]=[N:1]2)=[CH:7][CH:8]=1. The yield is 0.820. (3) The reactants are Br[C:2]1[CH:7]=[C:6]([O:8][CH2:9][CH3:10])[CH:5]=[CH:4][C:3]=1[O:11][C:12]([F:15])([F:14])[F:13].C([Li])CCC.C([O:24][B:25](OC(C)C)[O:26]C(C)C)(C)C. The catalyst is O1CCCC1. The product is [CH2:9]([O:8][C:6]1[CH:5]=[CH:4][C:3]([O:11][C:12]([F:15])([F:14])[F:13])=[C:2]([B:25]([OH:26])[OH:24])[CH:7]=1)[CH3:10]. The yield is 0.710. (4) The reactants are [Cl:1][C:2]1[CH:7]=[CH:6][C:5]([O:8][C:9]2[CH:14]=[CH:13][C:12]([CH2:15][N:16]([CH3:20])[C:17]([NH2:19])=[NH:18])=[CH:11][CH:10]=2)=[CH:4][C:3]=1[C:21]([F:24])([F:23])[F:22].[C:25]([O-:28])([O-])=[O:26].[Cs+].[Cs+].[OH:31]/[CH:32]=[C:33](/[CH2:38][C:39]1[CH:40]=[N:41][CH:42]=[N:43][CH:44]=1)\[C:34](OC)=O. The catalyst is CN1C(=O)CCC1. The product is [F:22][C:21]([F:24])([F:23])[C:25]([OH:28])=[O:26].[Cl:1][C:2]1[CH:7]=[CH:6][C:5]([O:8][C:9]2[CH:14]=[CH:13][C:12]([CH2:15][N:16]([CH3:20])[C:17]3[NH:19][CH:34]=[C:33]([CH2:38][C:39]4[CH:44]=[N:43][CH:42]=[N:41][CH:40]=4)[C:32](=[O:31])[N:18]=3)=[CH:11][CH:10]=2)=[CH:4][C:3]=1[C:21]([F:22])([F:23])[F:24]. The yield is 0.0760. (5) The yield is 0.610. The product is [CH:23]1([C:26]2[NH:30][N:29]=[C:28]([NH:31][C:2]3[C:3]([N+:11]([O-:13])=[O:12])=[C:4]([CH:7]=[C:8]([F:10])[CH:9]=3)[C:5]#[N:6])[CH:27]=2)[CH2:25][CH2:24]1. The reactants are F[C:2]1[C:3]([N+:11]([O-:13])=[O:12])=[C:4]([CH:7]=[C:8]([F:10])[CH:9]=1)[C:5]#[N:6].CCN(C(C)C)C(C)C.[CH:23]1([C:26]2[NH:30][N:29]=[C:28]([NH2:31])[CH:27]=2)[CH2:25][CH2:24]1. The catalyst is C1COCC1. (6) The reactants are [N:1]1([C:8]2[N:13]=[C:12]([C:14]([C:16]3[C:17]([NH2:23])=[N:18][CH:19]=[C:20]([Br:22])[CH:21]=3)=[O:15])[CH:11]=[CH:10][CH:9]=2)[CH2:7][CH2:6][CH2:5][NH:4][CH2:3][CH2:2]1.[F:24][C:25]([F:31])([F:30])[CH2:26][C:27](O)=[O:28].ON1C2C=CC=CC=2N=N1.C(N(CC)CC)C.N=C=N. The catalyst is ClCCl. The product is [NH2:23][C:17]1[N:18]=[CH:19][C:20]([Br:22])=[CH:21][C:16]=1[C:14]([C:12]1[N:13]=[C:8]([N:1]2[CH2:7][CH2:6][CH2:5][N:4]([C:27](=[O:28])[CH2:26][C:25]([F:31])([F:30])[F:24])[CH2:3][CH2:2]2)[CH:9]=[CH:10][CH:11]=1)=[O:15]. The yield is 0.540. (7) The reactants are Cl[C:2]1[N:7]=[C:6]([N:8]2[CH2:12][CH2:11][CH2:10][CH:9]2[C:13]2[O:17][N:16]=[C:15]([C:18]3[CH:23]=[CH:22][CH:21]=[CH:20][N:19]=3)[CH:14]=2)[N:5]=[C:4]([NH:24][C:25]2[CH:29]=[C:28]([CH3:30])[NH:27][N:26]=2)[CH:3]=1.[NH:31]1[CH2:35][CH2:34][CH2:33][CH2:32]1. The product is [N:31]1([C:2]2[N:7]=[C:6]([N:8]3[CH2:12][CH2:11][CH2:10][CH:9]3[C:13]3[O:17][N:16]=[C:15]([C:18]4[CH:23]=[CH:22][CH:21]=[CH:20][N:19]=4)[CH:14]=3)[N:5]=[C:4]([NH:24][C:25]3[CH:29]=[C:28]([CH3:30])[NH:27][N:26]=3)[CH:3]=2)[CH2:35][CH2:34][CH2:33][CH2:32]1. The yield is 0.540. The catalyst is O1CCOCC1. (8) The reactants are [O:1]=[S:2](Cl)Cl.[O:5]1[CH2:10][CH2:9][O:8][C:7]2[CH:11]=[C:12]([CH2:15][C@H:16]([NH:19][C:20](=[O:26])[O:21][C:22]([CH3:25])([CH3:24])[CH3:23])[CH2:17][OH:18])[CH:13]=[CH:14][C:6]1=2.N1C=CC=CC=1. The catalyst is C(#N)C.C(Cl)Cl. The product is [O:5]1[C:6]2[CH:14]=[CH:13][C:12]([CH2:15][C@H:16]3[CH2:17][O:18][S:2](=[O:1])[N:19]3[C:20]([O:21][C:22]([CH3:25])([CH3:24])[CH3:23])=[O:26])=[CH:11][C:7]=2[O:8][CH2:9][CH2:10]1. The yield is 0.730. (9) The reactants are [Cl:1][C:2]1[C:12](I)=[CH:11][CH:10]=[C:9]([Si:14]([CH3:17])([CH3:16])[CH3:15])[C:3]=1[C:4]([NH:6][CH2:7][CH3:8])=[O:5].[CH3:18][Si:19]([C:22]#[CH:23])([CH3:21])[CH3:20]. The catalyst is C(N(CC)CC)C.Cl[Pd](Cl)([P](C1C=CC=CC=1)(C1C=CC=CC=1)C1C=CC=CC=1)[P](C1C=CC=CC=1)(C1C=CC=CC=1)C1C=CC=CC=1. The product is [Cl:1][C:2]1[C:12]([C:23]#[C:22][Si:19]([CH3:21])([CH3:20])[CH3:18])=[CH:11][CH:10]=[C:9]([Si:14]([CH3:17])([CH3:16])[CH3:15])[C:3]=1[C:4]([NH:6][CH2:7][CH3:8])=[O:5]. The yield is 0.880.